Dataset: Catalyst prediction with 721,799 reactions and 888 catalyst types from USPTO. Task: Predict which catalyst facilitates the given reaction. (1) Reactant: [CH2:1]([O:3][CH2:4][C:5]1[N:6]([NH:18][CH:19]([CH3:21])[CH3:20])[C:7]2[C:16]3[N:15]=[CH:14][CH:13]=[CH:12][C:11]=3[N:10]=[CH:9][C:8]=2[N:17]=1)[CH3:2].ClC1C=C(C=CC=1)C(OO)=O.[NH4+:33].[OH-].C1(C)C=CC(S(Cl)(=O)=O)=CC=1. The catalyst class is: 22. Product: [CH2:1]([O:3][CH2:4][C:5]1[N:6]([NH:18][CH:19]([CH3:20])[CH3:21])[C:7]2[C:16]3[N:15]=[CH:14][CH:13]=[CH:12][C:11]=3[N:10]=[C:9]([NH2:33])[C:8]=2[N:17]=1)[CH3:2]. (2) Reactant: [N:1]1[CH:6]=[CH:5][CH:4]=[CH:3][C:2]=1[CH2:7][C:8]([O-:10])=[O:9].Cl[CH:12]1[CH2:17][CH2:16][CH2:15][CH2:14][C:13]1=O.[C:19]1(C)C=CC=C[CH:20]=1. Product: [CH2:19]([O:9][C:8]([C:7]1[C:12]2[CH2:17][CH2:16][CH2:15][CH2:14][C:13]=2[N:1]2[CH:6]=[CH:5][CH:4]=[CH:3][C:2]=12)=[O:10])[CH3:20]. The catalyst class is: 48. (3) Reactant: [CH3:1][S:2]([C:5]1[CH:21]=[CH:20][C:8]([CH2:9][O:10][C:11]2[CH:19]=[CH:18][C:14]([CH:15]=[N:16][OH:17])=[CH:13][CH:12]=2)=[CH:7][CH:6]=1)(=[O:4])=[O:3].ClN1[C:27](=[O:28])[CH2:26][CH2:25][C:24]1=O.C(N([CH2:35][CH3:36])CC)C.CN(C=[O:41])C. Product: [CH2:35]([O:41][C:27]([C:26]1[C:15]([C:14]2[CH:18]=[CH:19][C:11]([O:10][CH2:9][C:8]3[CH:20]=[CH:21][C:5]([S:2]([CH3:1])(=[O:3])=[O:4])=[CH:6][CH:7]=3)=[CH:12][CH:13]=2)=[N:16][O:17][C:25]=1[CH3:24])=[O:28])[CH3:36]. The catalyst class is: 1.